The task is: Predict the reactants needed to synthesize the given product.. This data is from Full USPTO retrosynthesis dataset with 1.9M reactions from patents (1976-2016). (1) Given the product [CH2:1]([O:3][C@@H:4]([CH2:8][C:9]1[CH:14]=[CH:13][C:12]([O:15][CH2:16][C:17]([N:19]([CH2:28][CH2:29][CH2:30][CH2:31][CH2:32][CH3:33])[CH2:20][CH2:21][C:22]2[CH:23]=[CH:24][CH:25]=[CH:26][CH:27]=2)=[O:18])=[CH:11][CH:10]=1)[C:5]([OH:7])=[O:6])[CH3:2].[OH:44][C@H:35]1[CH2:34][C:42]2[C:37](=[CH:38][CH:39]=[CH:40][CH:41]=2)[C@H:36]1[NH2:43], predict the reactants needed to synthesize it. The reactants are: [CH2:1]([O:3][C@@H:4]([CH2:8][C:9]1[CH:14]=[CH:13][C:12]([O:15][CH2:16][C:17]([N:19]([CH2:28][CH2:29][CH2:30][CH2:31][CH2:32][CH3:33])[CH2:20][CH2:21][C:22]2[CH:27]=[CH:26][CH:25]=[CH:24][CH:23]=2)=[O:18])=[CH:11][CH:10]=1)[C:5]([OH:7])=[O:6])[CH3:2].[CH2:34]1[C:42]2[C:37](=[CH:38][CH:39]=[CH:40][CH:41]=2)[C@@H:36]([NH2:43])[C@H:35]1[OH:44]. (2) Given the product [CH3:1][C:2]1([CH3:34])[NH:7][C:6](=[O:8])[C:5]2[S:9][C:10]([N:12]3[C:17]4[CH:18]=[C:19]([C:22]5[CH:23]=[N:24][N:25]([CH2:27][C:28]6[CH:29]=[N+:30]([O-:37])[CH:31]=[CH:32][CH:33]=6)[CH:26]=5)[CH:20]=[CH:21][C:16]=4[O:15][CH2:14][CH2:13]3)=[N:11][C:4]=2[CH2:3]1, predict the reactants needed to synthesize it. The reactants are: [CH3:1][C:2]1([CH3:34])[NH:7][C:6](=[O:8])[C:5]2[S:9][C:10]([N:12]3[C:17]4[CH:18]=[C:19]([C:22]5[CH:23]=[N:24][N:25]([CH2:27][C:28]6[CH:29]=[N:30][CH:31]=[CH:32][CH:33]=6)[CH:26]=5)[CH:20]=[CH:21][C:16]=4[O:15][CH2:14][CH2:13]3)=[N:11][C:4]=2[CH2:3]1.C(OO)(=[O:37])C. (3) Given the product [CH2:28]([N:31]([CH2:8][CH2:9][CH2:10][N:11]([CH2:21][C:22]1[CH:23]=[CH:24][CH:25]=[CH:26][CH:27]=1)[C:12]([O:14][CH2:15][C:16]1[S:20][CH:19]=[N:18][CH:17]=1)=[O:13])[C:38](=[O:39])[O:40][CH2:41][C:42]1[CH:47]=[CH:46][CH:45]=[CH:44][CH:43]=1)[C:51]1[CH:53]=[CH:58][CH:54]=[CH:55][CH:56]=1, predict the reactants needed to synthesize it. The reactants are: C([CH2:8][CH2:9][CH2:10][N:11]([CH2:21][C:22]1[CH:27]=[CH:26][CH:25]=[CH:24][CH:23]=1)[C:12]([O:14][CH2:15][C:16]1[S:20][CH:19]=[N:18][CH:17]=1)=[O:13])C1C=CC=CC=1.[CH:28]([N:31](C(C)C)CC)(C)C.Cl[C:38]([O:40][CH2:41][C:42]1[CH:47]=[CH:46][CH:45]=[CH:44][CH:43]=1)=[O:39].CCO[C:51]([CH3:53])=O.[CH2:54]1[CH2:58]O[CH2:56][CH2:55]1.